Predict the reactants needed to synthesize the given product. From a dataset of Full USPTO retrosynthesis dataset with 1.9M reactions from patents (1976-2016). (1) Given the product [Br:13][CH:12]1[C:5]2[C:4](=[C:9]([O:29][CH3:28])[CH:8]=[CH:7][CH:6]=2)[C:3](=[O:14])[N:23]1[CH2:22][C:21]1[CH:24]=[CH:25][C:18]([O:17][C:16]([F:26])([F:27])[F:15])=[CH:19][CH:20]=1, predict the reactants needed to synthesize it. The reactants are: CO[C:3](=[O:14])[C:4]1[C:9](C)=[CH:8][C:7](Br)=[CH:6][C:5]=1[CH2:12][Br:13].[F:15][C:16]([F:27])([F:26])[O:17][C:18]1[CH:25]=[CH:24][C:21]([CH2:22][NH2:23])=[CH:20][CH:19]=1.[C:28]([O-])([O-])=[O:29].[K+].[K+]. (2) Given the product [CH2:19]1[C:24]2([CH2:29][CH2:28][CH2:27][CH2:26][CH2:25]2)[CH2:23][CH2:22][CH:21]([NH2:36])[CH2:20]1, predict the reactants needed to synthesize it. The reactants are: C1(C=O)CCCCC1.CC(=O)C=C.C([O-])(O)=O.[Na+].[CH2:19]1[C:24]2([CH2:29][CH2:28][CH2:27][CH2:26][CH2:25]2)[CH2:23][CH2:22][C:21](=O)[CH2:20]1.Cl.[OH-].[Na+].C([NH2:36])=O. (3) Given the product [Cl:1][C:2]1[CH:3]=[N:4][C:5]([N:12]2[CH2:15][CH:14]([CH2:16][O:17][C:18]3[CH:23]=[CH:22][C:21]([F:24])=[CH:20][CH:19]=3)[CH2:13]2)=[C:6]([CH:11]=1)[C:7]([OH:9])=[O:8], predict the reactants needed to synthesize it. The reactants are: [Cl:1][C:2]1[CH:3]=[N:4][C:5]([N:12]2[CH2:15][CH:14]([CH2:16][O:17][C:18]3[CH:23]=[CH:22][C:21]([F:24])=[CH:20][CH:19]=3)[CH2:13]2)=[C:6]([CH:11]=1)[C:7]([O:9]C)=[O:8].O.[OH-].[Li+]. (4) Given the product [NH:1]([C:70]([O:72][C:73]([CH3:74])([CH3:76])[CH3:75])=[O:71])[C@H:2]([C:7]([NH:9][C@H:10]([C:28]([N:30]1[CH2:69][CH2:68][CH2:67][C@H:31]1[C:32]([NH:34][C@H:35]([C:37]([NH:39][C@H:40]([C:57]([OH:59])=[O:58])[CH2:41][CH2:42][CH2:43][CH2:44][NH:45][C:46]([O:48][CH2:49][C:50]1[CH:56]=[CH:55][CH:54]=[CH:53][C:51]=1[Cl:52])=[O:47])=[O:38])[CH3:36])=[O:33])=[O:29])[CH2:11][CH2:12][CH2:13][NH:14][C:15](=[NH:27])[NH:16][S:17]([C:20]1[CH:26]=[CH:25][C:23]([CH3:24])=[CH:22][CH:21]=1)(=[O:19])=[O:18])=[O:8])[CH2:3][C:4](=[O:6])[NH2:5], predict the reactants needed to synthesize it. The reactants are: [NH:1]([C:70]([O:72][C:73]([CH3:76])([CH3:75])[CH3:74])=[O:71])[C@H:2]([C:7]([NH:9][C@H:10]([C:28]([N:30]1[CH2:69][CH2:68][CH2:67][C@H:31]1[C:32]([NH:34][C@H:35]([C:37]([NH:39][C@H:40]([C:57]([O:59]CC1C=CC=CC=1)=[O:58])[CH2:41][CH2:42][CH2:43][CH2:44][NH:45][C:46]([O:48][CH2:49][C:50]1[CH:56]=[CH:55][CH:54]=[CH:53][C:51]=1[Cl:52])=[O:47])=[O:38])[CH3:36])=[O:33])=[O:29])[CH2:11][CH2:12][CH2:13][NH:14][C:15](=[NH:27])[NH:16][S:17]([C:20]1[CH:26]=[CH:25][C:23]([CH3:24])=[CH:22][CH:21]=1)(=[O:19])=[O:18])=[O:8])[CH2:3][C:4](=[O:6])[NH2:5].[OH-].[Na+].C(Cl)(Cl)Cl.CO. (5) Given the product [Cl:8][C:7]1[C:2]([N:10]2[CH2:15][CH2:14][O:13][CH2:12][CH2:11]2)=[CH:3][C:4]([NH2:9])=[N:5][CH:6]=1, predict the reactants needed to synthesize it. The reactants are: Cl[C:2]1[C:7]([Cl:8])=[CH:6][N:5]=[C:4]([NH2:9])[CH:3]=1.[NH:10]1[CH2:15][CH2:14][O:13][CH2:12][CH2:11]1. (6) The reactants are: [Si]([O:8][CH2:9][CH2:10][CH:11]1[CH2:16][CH2:15][CH2:14][N:13]([C:17]2[CH:22]=[N:21][C:20]([C:23]3[CH:28]=[CH:27][CH:26]=[CH:25][CH:24]=3)=[C:19]([C:29]3[CH:34]=[CH:33][CH:32]=[CH:31][CH:30]=3)[N:18]=2)[CH2:12]1)(C(C)(C)C)(C)C. Given the product [C:23]1([C:20]2[N:21]=[CH:22][C:17]([N:13]3[CH2:14][CH2:15][CH2:16][CH:11]([CH2:10][CH2:9][OH:8])[CH2:12]3)=[N:18][C:19]=2[C:29]2[CH:34]=[CH:33][CH:32]=[CH:31][CH:30]=2)[CH:24]=[CH:25][CH:26]=[CH:27][CH:28]=1, predict the reactants needed to synthesize it. (7) Given the product [CH3:1][S:2]([NH:6][C:7]1[CH:8]=[CH:9][C:10]([CH2:11][N:12]2[C:16](=[O:17])[C:15]3([CH2:22][CH2:21][N:20]([C:23]([O:25][C:26]([CH3:29])([CH3:28])[CH3:27])=[O:24])[CH2:19][CH2:18]3)[N:14]([C:30]3[CH:31]=[CH:32][CH:33]=[CH:34][CH:35]=3)[CH2:13]2)=[CH:36][CH:37]=1)(=[O:4])=[O:3], predict the reactants needed to synthesize it. The reactants are: [CH3:1][S:2](Cl)(=[O:4])=[O:3].[NH2:6][C:7]1[CH:37]=[CH:36][C:10]([CH2:11][N:12]2[C:16](=[O:17])[C:15]3([CH2:22][CH2:21][N:20]([C:23]([O:25][C:26]([CH3:29])([CH3:28])[CH3:27])=[O:24])[CH2:19][CH2:18]3)[N:14]([C:30]3[CH:35]=[CH:34][CH:33]=[CH:32][CH:31]=3)[CH2:13]2)=[CH:9][CH:8]=1.N1C=CC=CC=1. (8) Given the product [C:17]([O:21][C:22](=[O:37])[NH:23][CH2:24][CH2:25][N:26]([C:27]1[O:28][C:29]2[CH:35]=[CH:34][C:33]([Cl:36])=[CH:32][C:30]=2[N:31]=1)[CH2:2][CH2:1][C:3](=[O:4])[CH3:5])([CH3:20])([CH3:18])[CH3:19], predict the reactants needed to synthesize it. The reactants are: [CH:1]([C:3]([CH3:5])=[O:4])=[CH2:2].N12CCCN=C1CCCCC2.[C:17]([O:21][C:22](=[O:37])[NH:23][CH2:24][CH2:25][NH:26][C:27]1[O:28][C:29]2[CH:35]=[CH:34][C:33]([Cl:36])=[CH:32][C:30]=2[N:31]=1)([CH3:20])([CH3:19])[CH3:18].O. (9) Given the product [NH2:10][C:11]1[CH:12]=[C:13]([NH:14][C:2]2[N:7]=[C:6]([NH:14][C:13]3[CH:15]=[CH:16][C:17]([N+:18]([O-:20])=[O:19])=[C:11]([NH2:10])[CH:12]=3)[C:5]([F:9])=[CH:4][N:3]=2)[CH:15]=[CH:16][C:17]=1[N+:18]([O-:20])=[O:19], predict the reactants needed to synthesize it. The reactants are: Cl[C:2]1[N:7]=[C:6](Cl)[C:5]([F:9])=[CH:4][N:3]=1.[NH2:10][C:11]1[CH:12]=[C:13]([CH:15]=[CH:16][C:17]=1[N+:18]([O-:20])=[O:19])[NH2:14].